Predict the product of the given reaction. From a dataset of Forward reaction prediction with 1.9M reactions from USPTO patents (1976-2016). Given the reactants [CH3:1][O:2][C:3](=[O:34])[C@@H:4]([NH:26][C:27]([O:29][C:30]([CH3:33])([CH3:32])[CH3:31])=[O:28])[CH2:5][C:6]1[CH:25]=[CH:24][C:9]2[O:10][CH:11]([C:14]3[CH:19]=[CH:18][C:17]([O:20][C:21](=[O:23])[CH3:22])=[CH:16][CH:15]=3)[CH2:12][O:13][C:8]=2[CH:7]=1.Cl.[CH3:36]OC(=O)[C@@H](N)CC1C=CC2OC(C3C=CC(OC(=O)C)=CC=3)COC=2C=1.C=O.CC(OC(OC(OC(C)(C)C)=O)=O)(C)C.CCN(C(C)C)C(C)C, predict the reaction product. The product is: [CH3:1][O:2][C:3]([C@@H:4]1[CH2:5][C:6]2[CH:7]=[C:8]3[O:13][CH2:12][C@H:11]([C:14]4[CH:15]=[CH:16][C:17]([O:20][C:21](=[O:23])[CH3:22])=[CH:18][CH:19]=4)[O:10][C:9]3=[CH:24][C:25]=2[CH2:36][N:26]1[C:27]([O:29][C:30]([CH3:33])([CH3:32])[CH3:31])=[O:28])=[O:34].